Dataset: Full USPTO retrosynthesis dataset with 1.9M reactions from patents (1976-2016). Task: Predict the reactants needed to synthesize the given product. Given the product [C:33]([NH:32][C:29]1[N:30]=[CH:31][C:26]([N:25]2[C:14](=[O:16])[C:13]3[C:12](=[CH:11][C:10]([C:8]([NH:7][CH2:6][C:5]4[CH:4]=[CH:3][C:2]([Cl:1])=[CH:24][CH:23]=4)=[O:9])=[CH:19][CH:18]=3)[NH:20][C:21]2=[S:22])=[CH:27][CH:28]=1)(=[O:35])[CH3:34], predict the reactants needed to synthesize it. The reactants are: [Cl:1][C:2]1[CH:24]=[CH:23][C:5]([CH2:6][NH:7][C:8]([C:10]2[CH:19]=[CH:18][C:13]([C:14]([O:16]C)=O)=[C:12]([N:20]=[C:21]=[S:22])[CH:11]=2)=[O:9])=[CH:4][CH:3]=1.[NH2:25][C:26]1[CH:27]=[CH:28][C:29]([NH:32][C:33](=[O:35])[CH3:34])=[N:30][CH:31]=1.